From a dataset of Full USPTO retrosynthesis dataset with 1.9M reactions from patents (1976-2016). Predict the reactants needed to synthesize the given product. (1) The reactants are: [CH3:1][C:2]1[C:11](=[O:12])[CH2:10][CH2:9][C@@:8]2([C:13]3[CH:18]=[CH:17][CH:16]=[CH:15][CH:14]=3)[C:3]=1[CH2:4][CH2:5][CH2:6][C:7]2=[O:19].[BH4-].[Na+]. Given the product [OH:19][C@H:7]1[CH2:6][CH2:5][CH2:4][C:3]2[C@:8]1([C:13]1[CH:14]=[CH:15][CH:16]=[CH:17][CH:18]=1)[CH2:9][CH2:10][C:11](=[O:12])[C:2]=2[CH3:1], predict the reactants needed to synthesize it. (2) Given the product [C:68]([C:67]1[CH:70]=[CH:71][C:64]([NH:63][C:30]([CH:20]2[NH:19][CH:18]([CH2:33][C:34]([CH3:36])([CH3:37])[CH3:35])[C:17]3([C:12]4[C:13](=[CH:14][C:9]([Cl:8])=[CH:10][CH:11]=4)[NH:15][C:16]3=[O:38])[CH:21]2[C:22]2[CH:27]=[CH:26][C:25]([F:28])=[C:24]([Cl:29])[CH:23]=2)=[O:31])=[CH:65][CH:66]=1)#[N:69], predict the reactants needed to synthesize it. The reactants are: FC(F)(F)C(O)=O.[Cl:8][C:9]1[CH:14]=[C:13]2[NH:15][C:16](=[O:38])[C:17]3([CH:21]([C:22]4[CH:27]=[CH:26][C:25]([F:28])=[C:24]([Cl:29])[CH:23]=4)[CH:20]([C:30](O)=[O:31])[NH:19][CH:18]3[CH2:33][C:34]([CH3:37])([CH3:36])[CH3:35])[C:12]2=[CH:11][CH:10]=1.C(N(C(C)C)CC)(C)C.C1(P(Cl)(C2C=CC=CC=2)=O)C=CC=CC=1.[NH2:63][C:64]1[CH:71]=[CH:70][C:67]([C:68]#[N:69])=[CH:66][CH:65]=1. (3) Given the product [Cl:30][C:31]1[C:36]([CH3:37])=[CH:35][C:34]([O:38][CH2:39][CH2:40][CH2:1][C:2]2[C:6]3[CH:7]=[CH:8][CH:9]=[CH:10][C:5]=3[O:4][C:3]=2[C:11]([OH:15])=[O:19])=[CH:33][C:32]=1[CH3:42], predict the reactants needed to synthesize it. The reactants are: [CH3:1][C:2]1[C:6]2[CH:7]=[CH:8][CH:9]=[CH:10][C:5]=2[O:4][C:3]=1[C:11](=[O:15])C(O)=O.BrCC[O:19]C1C2C(=CC=CC=2)C=CC=1.[Cl:30][C:31]1[C:36]([CH3:37])=[CH:35][C:34]([O:38][CH2:39][CH2:40]I)=[CH:33][C:32]=1[CH3:42]. (4) The reactants are: [F:1][CH:2]([F:22])[C:3]1[C:8]([O:9][CH3:10])=[CH:7][C:6](B2OC(C)(C)C(C)(C)O2)=[C:5]([O:20][CH3:21])[CH:4]=1.Cl[C:24]1[C:33]2[C:28](=[CH:29][C:30]([S:34]([N:37](CC3C=CC(OC)=CC=3)[C:38]3[S:39][CH:40]=[CH:41][N:42]=3)(=[O:36])=[O:35])=[CH:31][CH:32]=2)[CH:27]=[CH:26][N:25]=1.C(=O)([O-])[O-].[K+].[K+].Cl. Given the product [F:22][CH:2]([F:1])[C:3]1[C:8]([O:9][CH3:10])=[CH:7][C:6]([C:24]2[C:33]3[C:28](=[CH:29][C:30]([S:34]([NH:37][C:38]4[S:39][CH:40]=[CH:41][N:42]=4)(=[O:36])=[O:35])=[CH:31][CH:32]=3)[CH:27]=[CH:26][N:25]=2)=[C:5]([O:20][CH3:21])[CH:4]=1, predict the reactants needed to synthesize it.